This data is from Full USPTO retrosynthesis dataset with 1.9M reactions from patents (1976-2016). The task is: Predict the reactants needed to synthesize the given product. (1) Given the product [Cl:24][C:20]1[C:19]([O:25][CH2:26][CH2:27][CH3:28])=[C:18]([CH2:17][OH:16])[CH:23]=[CH:22][CH:21]=1, predict the reactants needed to synthesize it. The reactants are: [H-].[Li+].C([Al+]CC(C)C)C(C)C.[H-].C([O:16][C:17](=O)[C:18]1[CH:23]=[CH:22][CH:21]=[C:20]([Cl:24])[C:19]=1[O:25][CH2:26][CH2:27][CH3:28])CC. (2) Given the product [C:7]1([CH:3]2[CH2:4][CH2:5][CH2:6][N:1]([C:20]3[CH:27]=[CH:26][C:23]([C:24]#[N:25])=[CH:22][N:21]=3)[CH2:2]2)[C:11]2=[C:12]3[CH:18]=[CH:17][NH:16][C:13]3=[N:14][CH:15]=[C:10]2[NH:9][N:8]=1, predict the reactants needed to synthesize it. The reactants are: [NH:1]1[CH2:6][CH2:5][CH2:4][CH:3]([C:7]2[C:11]3=[C:12]4[CH:18]=[CH:17][NH:16][C:13]4=[N:14][CH:15]=[C:10]3[NH:9][N:8]=2)[CH2:2]1.Cl[C:20]1[CH:27]=[CH:26][C:23]([C:24]#[N:25])=[CH:22][N:21]=1.CCN(C(C)C)C(C)C. (3) Given the product [CH3:64][C:54]1[CH:59]=[CH:58][C:57]([S:60]([O:43][CH2:42][C@H:14]2[CH2:15][C@@H:16]([O:34][Si:35]([C:38]([CH3:41])([CH3:40])[CH3:39])([CH3:37])[CH3:36])[C@H:17](/[CH:18]=[CH:19]/[C@@H:20]([O:26][Si:27]([C:30]([CH3:31])([CH3:32])[CH3:33])([CH3:28])[CH3:29])[CH2:21][CH2:22][CH2:23][CH2:24][CH3:25])[C@H:13]2[CH2:12][C:11]2[CH:44]=[CH:45][CH:46]=[C:9]([O:8][CH2:1][C:2]3[CH:7]=[CH:6][CH:5]=[CH:4][CH:3]=3)[CH:10]=2)(=[O:62])=[O:61])=[CH:56][CH:55]=1, predict the reactants needed to synthesize it. The reactants are: [CH2:1]([O:8][C:9]1[CH:10]=[C:11]([CH:44]=[CH:45][CH:46]=1)[CH2:12][C@@H:13]1[C@@H:17](/[CH:18]=[CH:19]/[C@@H:20]([O:26][Si:27]([C:30]([CH3:33])([CH3:32])[CH3:31])([CH3:29])[CH3:28])[CH2:21][CH2:22][CH2:23][CH2:24][CH3:25])[C@H:16]([O:34][Si:35]([C:38]([CH3:41])([CH3:40])[CH3:39])([CH3:37])[CH3:36])[CH2:15][C@@H:14]1[CH2:42][OH:43])[C:2]1[CH:7]=[CH:6][CH:5]=[CH:4][CH:3]=1.C(N(CC)CC)C.[C:54]1([CH3:64])[CH:59]=[CH:58][C:57]([S:60](Cl)(=[O:62])=[O:61])=[CH:56][CH:55]=1.C(=O)(O)[O-].[Na+].